Dataset: NCI-60 drug combinations with 297,098 pairs across 59 cell lines. Task: Regression. Given two drug SMILES strings and cell line genomic features, predict the synergy score measuring deviation from expected non-interaction effect. Drug 1: CNC(=O)C1=NC=CC(=C1)OC2=CC=C(C=C2)NC(=O)NC3=CC(=C(C=C3)Cl)C(F)(F)F. Drug 2: COC1=C2C(=CC3=C1OC=C3)C=CC(=O)O2. Cell line: UACC62. Synergy scores: CSS=3.02, Synergy_ZIP=-2.16, Synergy_Bliss=1.64, Synergy_Loewe=0.218, Synergy_HSA=1.30.